This data is from Full USPTO retrosynthesis dataset with 1.9M reactions from patents (1976-2016). The task is: Predict the reactants needed to synthesize the given product. (1) Given the product [ClH:46].[ClH:46].[C:30]1([C:15]2[C:16]([N:17]3[CH2:18][CH2:19][NH:20][CH2:21][CH2:22]3)=[C:11]3[CH:10]=[N:9][NH:8][C:12]3=[N:13][CH:14]=2)[CH:31]=[CH:32][CH:33]=[CH:34][CH:35]=1, predict the reactants needed to synthesize it. The reactants are: COC1C=CC(C[N:8]2[C:12]3=[N:13][CH:14]=[C:15]([C:30]4[CH:35]=[CH:34][CH:33]=[CH:32][CH:31]=4)[C:16]([N:17]4[CH2:22][CH2:21][N:20](C(OC(C)(C)C)=O)[CH2:19][CH2:18]4)=[C:11]3[CH:10]=[N:9]2)=CC=1.C(O)(C(F)(F)F)=O.C(Cl)[Cl:46]. (2) Given the product [C:40]([C:35]1[CH:36]=[C:37]2[C:32](=[C:33]([F:44])[CH:34]=1)[C:31](=[O:45])[N:30]([C:7]1[C:6]([CH2:5][OH:4])=[C:11]([C:12]3[CH:17]=[C:16]([NH:18][C:19]4[CH:23]=[C:22]([CH:24]5[CH2:26][CH2:25]5)[N:21]([CH3:27])[N:20]=4)[C:15](=[O:28])[N:14]([CH3:29])[CH:13]=3)[CH:10]=[CH:9][N:8]=1)[N:39]=[CH:38]2)([CH3:43])([CH3:41])[CH3:42], predict the reactants needed to synthesize it. The reactants are: C([O:4][CH2:5][C:6]1[C:7]([N:30]2[N:39]=[CH:38][C:37]3[C:32](=[C:33]([F:44])[CH:34]=[C:35]([C:40]([CH3:43])([CH3:42])[CH3:41])[CH:36]=3)[C:31]2=[O:45])=[N:8][CH:9]=[CH:10][C:11]=1[C:12]1[CH:17]=[C:16]([NH:18][C:19]2[CH:23]=[C:22]([CH:24]3[CH2:26][CH2:25]3)[N:21]([CH3:27])[N:20]=2)[C:15](=[O:28])[N:14]([CH3:29])[CH:13]=1)(=O)C.[OH-].[Li+].